Dataset: Catalyst prediction with 721,799 reactions and 888 catalyst types from USPTO. Task: Predict which catalyst facilitates the given reaction. Reactant: C([O:3][C:4](=[O:18])[C:5]([F:17])([F:16])[CH2:6][NH:7][C:8]([C:10]1[S:11][C:12]([Cl:15])=[CH:13][CH:14]=1)=[O:9])C.[Li+].[OH-]. Product: [Cl:15][C:12]1[S:11][C:10]([C:8]([NH:7][CH2:6][C:5]([F:17])([F:16])[C:4]([OH:18])=[O:3])=[O:9])=[CH:14][CH:13]=1. The catalyst class is: 20.